This data is from Reaction yield outcomes from USPTO patents with 853,638 reactions. The task is: Predict the reaction yield, written as a fraction of the theoretical maximum amount of product (1.0 means a 100% yield; for example, 0.34 means a 34% yield). (1) The reactants are [C:1]([O:5][C:6]([N:8]1[CH2:11][CH2:10][C@H:9]1[CH2:12][OH:13])=[O:7])([CH3:4])([CH3:3])[CH3:2].[CH3:14]I.[H-].[Na+]. The catalyst is CN(C)C=O. The product is [C:1]([O:5][C:6]([N:8]1[CH2:11][CH2:10][C@H:9]1[CH2:12][O:13][CH3:14])=[O:7])([CH3:4])([CH3:3])[CH3:2]. The yield is 0.930. (2) The reactants are [F:1][C:2]1[CH:3]=[CH:4][C:5]2[N:6]([C:8]([C:11]3[N:16]=[C:15]([O:17]C)[C:14]([CH3:19])=[CH:13][N:12]=3)=[CH:9][N:10]=2)[CH:7]=1.[OH-].[K+].FC1C(O)=NC(C2N3C=C(F)C=CC3=NC=2)=NC=1. No catalyst specified. The product is [F:1][C:2]1[CH:3]=[CH:4][C:5]2[N:6]([C:8]([C:11]3[N:16]=[C:15]([OH:17])[C:14]([CH3:19])=[CH:13][N:12]=3)=[CH:9][N:10]=2)[CH:7]=1. The yield is 1.00. (3) The reactants are [C:1]([O:5][C:6](=[O:20])[C:7]1[CH:12]=[CH:11][C:10]([F:13])=[CH:9][C:8]=1[NH:14][C@@H:15]([CH3:19])[CH2:16][O:17][CH3:18])([CH3:4])([CH3:3])[CH3:2].C(N(CC)CC)C.[F:28][C:29]([F:40])([F:39])[C:30](O[C:30](=[O:31])[C:29]([F:40])([F:39])[F:28])=[O:31]. The catalyst is ClCCl. The product is [C:1]([O:5][C:6](=[O:20])[C:7]1[CH:12]=[CH:11][C:10]([F:13])=[CH:9][C:8]=1[N:14]([C@@H:15]([CH3:19])[CH2:16][O:17][CH3:18])[C:30](=[O:31])[C:29]([F:40])([F:39])[F:28])([CH3:4])([CH3:3])[CH3:2]. The yield is 0.990. (4) The reactants are [CH2:1]([O:15][CH2:16][C@@H:17]([O:20][CH2:21][CH2:22][CH2:23][CH2:24][CH2:25][CH2:26][CH2:27][CH2:28][CH2:29][CH2:30][CH2:31][CH2:32][CH2:33][CH3:34])[CH2:18]O)[CH2:2][CH2:3][CH2:4][CH2:5][CH2:6][CH2:7][CH2:8][CH2:9][CH2:10][CH2:11][CH2:12][CH2:13][CH3:14].C1(P(C2C=CC=CC=2)C2C=CC=CC=2)C=CC=CC=1.C(Br)(Br)(Br)[Br:55]. The product is [CH2:1]([O:15][CH2:16][C@@H:17]([O:20][CH2:21][CH2:22][CH2:23][CH2:24][CH2:25][CH2:26][CH2:27][CH2:28][CH2:29][CH2:30][CH2:31][CH2:32][CH2:33][CH3:34])[CH2:18][Br:55])[CH2:2][CH2:3][CH2:4][CH2:5][CH2:6][CH2:7][CH2:8][CH2:9][CH2:10][CH2:11][CH2:12][CH2:13][CH3:14]. The catalyst is ClCCl.O. The yield is 0.870. (5) The reactants are [NH2:1][C:2]1[S:3][CH:4]=[C:5]([C:7]([NH2:9])=[O:8])[N:6]=1.[C:10](OC(=O)C)(=[O:12])[CH3:11]. The catalyst is C(O)(=O)C. The product is [C:10]([NH:1][C:2]1[S:3][CH:4]=[C:5]([C:7]([NH2:9])=[O:8])[N:6]=1)(=[O:12])[CH3:11]. The yield is 0.920. (6) The reactants are [C:1]1(=O)[C:9]2[C:4](=[CH:5][CH:6]=[CH:7][CH:8]=2)[CH2:3][CH2:2]1.[H-].[Na+].[CH3:13]I.O.CN([CH:19]=[O:20])C. The product is [CH3:13][C:2]1([CH3:1])[CH2:3][C:4]2[C:5](=[CH:6][CH:7]=[CH:8][CH:9]=2)[C:19]1=[O:20]. The yield is 0.990. The catalyst is C(OCC)C. (7) The reactants are [Br:1][C:2]1[CH:3]([CH3:21])[CH2:4][C:5]2[C:10]([C:11]=1[C:12]1[CH:17]=[CH:16][C:15]([Cl:18])=[CH:14][CH:13]=1)=[CH:9][CH:8]=[C:7]([O:19][CH3:20])[CH:6]=2.C(C1C(=O)C(Cl)=C(Cl)C(=O)C=1C#N)#N. The catalyst is C1(C)C=CC=CC=1. The product is [Br:1][C:2]1[C:3]([CH3:21])=[CH:4][C:5]2[C:10](=[CH:9][CH:8]=[C:7]([O:19][CH3:20])[CH:6]=2)[C:11]=1[C:12]1[CH:17]=[CH:16][C:15]([Cl:18])=[CH:14][CH:13]=1. The yield is 0.950. (8) The reactants are O[CH2:2][C:3]1[CH:12]=[CH:11][C:6]([C:7]([O:9][CH3:10])=[O:8])=[CH:5][CH:4]=1.[CH2:13]([N:15](CC)CC)C.CS(Cl)(=O)=O. The catalyst is ClCCl. The product is [C:13]([CH2:2][C:3]1[CH:12]=[CH:11][C:6]([C:7]([O:9][CH3:10])=[O:8])=[CH:5][CH:4]=1)#[N:15]. The yield is 0.860.